This data is from Full USPTO retrosynthesis dataset with 1.9M reactions from patents (1976-2016). The task is: Predict the reactants needed to synthesize the given product. (1) The reactants are: [OH:1][C@H:2]([CH2:13][NH:14][C:15]1[CH:20]=[CH:19][C:18]([N:21]2[CH2:26][CH2:25][O:24][CH2:23][C:22]2=[O:27])=[CH:17][CH:16]=1)[CH2:3][NH:4][C:5]([C:7]1[S:8][C:9]([Cl:12])=[CH:10][CH:11]=1)=[O:6].[C:28]([Cl:31])([Cl:30])=[O:29]. Given the product [C:28]([Cl:31])([Cl:30])=[O:29].[Cl:12][C:9]1[S:8][C:7]([C:5]([NH:4][CH2:3][C@@H:2]2[O:1][C:28](=[O:29])[N:14]([C:15]3[CH:16]=[CH:17][C:18]([N:21]4[CH2:26][CH2:25][O:24][CH2:23][C:22]4=[O:27])=[CH:19][CH:20]=3)[CH2:13]2)=[O:6])=[CH:11][CH:10]=1, predict the reactants needed to synthesize it. (2) Given the product [NH2:25][C:21]1([CH3:24])[CH2:20][CH2:19][CH:18]([O:17][C:8]2[C:7]3[C:6]4[C@@H:5]([CH2:4][C:1]([NH2:2])=[O:3])[CH2:16][CH2:15][C:14]=4[S:13][C:12]=3[N:11]=[CH:10][N:9]=2)[CH2:23][CH2:22]1, predict the reactants needed to synthesize it. The reactants are: [C:1]([CH2:4][C@H:5]1[CH2:16][CH2:15][C:14]2[S:13][C:12]3[N:11]=[CH:10][N:9]=[C:8]([O:17][CH:18]4[CH2:23][CH2:22][C:21]([NH:25]C(=O)OC(C)(C)C)([CH3:24])[CH2:20][CH2:19]4)[C:7]=3[C:6]1=2)(=[O:3])[NH2:2].Cl.